Dataset: Full USPTO retrosynthesis dataset with 1.9M reactions from patents (1976-2016). Task: Predict the reactants needed to synthesize the given product. (1) Given the product [F:17][C:14]1[CH:15]=[CH:16][C:11]([N:8]2[CH2:9][CH2:10][N:5]([C:3](=[O:4])[CH2:2][N:34]3[C:35]4[C:31](=[CH:30][CH:29]=[CH:28][C:27]=4[N+:24]([O-:26])=[O:25])[CH:32]=[N:33]3)[CH2:6][CH2:7]2)=[CH:12][CH:13]=1, predict the reactants needed to synthesize it. The reactants are: Cl[CH2:2][C:3]([N:5]1[CH2:10][CH2:9][N:8]([C:11]2[CH:16]=[CH:15][C:14]([F:17])=[CH:13][CH:12]=2)[CH2:7][CH2:6]1)=[O:4].C(=O)([O-])[O-].[K+].[K+].[N+:24]([C:27]1[CH:28]=[CH:29][CH:30]=[C:31]2[C:35]=1[NH:34][N:33]=[CH:32]2)([O-:26])=[O:25]. (2) Given the product [F:20][C:17]1[CH:18]=[CH:19][C:14]([N:11]2[C:7]3[CH2:8][CH2:9][CH2:10][N:5]([C:3](=[O:4])[CH2:2][N:37]4[C:33]([CH3:32])=[CH:34][C:35]([C:38]([F:41])([F:40])[F:39])=[N:36]4)[C:6]=3[CH:13]=[N:12]2)=[CH:15][CH:16]=1, predict the reactants needed to synthesize it. The reactants are: Cl[CH2:2][C:3]([N:5]1[CH2:10][CH2:9][CH2:8][C:7]2[N:11]([C:14]3[CH:19]=[CH:18][C:17]([F:20])=[CH:16][CH:15]=3)[N:12]=[CH:13][C:6]1=2)=[O:4].CN(C=O)C.C([O-])([O-])=O.[K+].[K+].[CH3:32][C:33]1[NH:37][N:36]=[C:35]([C:38]([F:41])([F:40])[F:39])[CH:34]=1. (3) Given the product [N:26]1([C:32]([O:1][C:2]2[CH:11]=[C:10]3[C:5]([C:6]([O:12][C:13]4[CH:18]=[CH:17][C:16]([O:19][CH3:20])=[CH:15][C:14]=4[C:21](=[O:23])[CH3:22])=[CH:7][CH:8]=[N:9]3)=[CH:4][C:3]=2[O:24][CH3:25])=[O:33])[CH2:31][CH2:30][O:29][CH2:28][CH2:27]1, predict the reactants needed to synthesize it. The reactants are: [OH:1][C:2]1[CH:11]=[C:10]2[C:5]([C:6]([O:12][C:13]3[CH:18]=[CH:17][C:16]([O:19][CH3:20])=[CH:15][C:14]=3[C:21](=[O:23])[CH3:22])=[CH:7][CH:8]=[N:9]2)=[CH:4][C:3]=1[O:24][CH3:25].[N:26]1([C:32](Cl)=[O:33])[CH2:31][CH2:30][O:29][CH2:28][CH2:27]1.C(=O)([O-])[O-].[K+].[K+].O. (4) Given the product [N:9]1[CH:10]=[CH:11][C:6]([C:4]2[N:23]=[C:21]([NH:20][C:16]3[CH:17]=[CH:18][CH:19]=[C:14]([C:13]([F:24])([F:12])[F:25])[CH:15]=3)[S:22][CH:3]=2)=[CH:7][CH:8]=1, predict the reactants needed to synthesize it. The reactants are: Br.Br[CH2:3][C:4]([C:6]1[CH:11]=[CH:10][N:9]=[CH:8][CH:7]=1)=O.[F:12][C:13]([F:25])([F:24])[C:14]1[CH:15]=[C:16]([NH:20][C:21]([NH2:23])=[S:22])[CH:17]=[CH:18][CH:19]=1.N. (5) Given the product [C:17]([Si:14]([CH3:16])([CH3:15])[O:13][CH2:12][CH2:11][O:10][C:3]1[CH:4]=[CH:5][C:6]([CH2:8][OH:9])=[N:7][C:2]=1[C:28]1[CH:29]=[CH:30][C:25]([S:22]([CH3:21])(=[O:23])=[O:24])=[CH:26][C:27]=1[C:34]([F:35])([F:37])[F:36])([CH3:20])([CH3:19])[CH3:18], predict the reactants needed to synthesize it. The reactants are: Br[C:2]1[N:7]=[C:6]([CH2:8][OH:9])[CH:5]=[CH:4][C:3]=1[O:10][CH2:11][CH2:12][O:13][Si:14]([C:17]([CH3:20])([CH3:19])[CH3:18])([CH3:16])[CH3:15].[CH3:21][S:22]([C:25]1[CH:30]=[CH:29][C:28](B(O)O)=[C:27]([C:34]([F:37])([F:36])[F:35])[CH:26]=1)(=[O:24])=[O:23].C([O-])([O-])=O.[Na+].[Na+].